Dataset: NCI-60 drug combinations with 297,098 pairs across 59 cell lines. Task: Regression. Given two drug SMILES strings and cell line genomic features, predict the synergy score measuring deviation from expected non-interaction effect. (1) Drug 1: COC1=NC(=NC2=C1N=CN2C3C(C(C(O3)CO)O)O)N. Drug 2: CC12CCC3C(C1CCC2O)C(CC4=C3C=CC(=C4)O)CCCCCCCCCS(=O)CCCC(C(F)(F)F)(F)F. Cell line: CAKI-1. Synergy scores: CSS=39.9, Synergy_ZIP=-2.30, Synergy_Bliss=-4.55, Synergy_Loewe=-9.34, Synergy_HSA=-3.06. (2) Drug 1: COC1=C(C=C2C(=C1)N=CN=C2NC3=CC(=C(C=C3)F)Cl)OCCCN4CCOCC4. Drug 2: C1CCC(C(C1)N)N.C(=O)(C(=O)[O-])[O-].[Pt+4]. Cell line: MALME-3M. Synergy scores: CSS=51.2, Synergy_ZIP=-1.99, Synergy_Bliss=0.00294, Synergy_Loewe=1.51, Synergy_HSA=2.04. (3) Drug 1: C1=C(C(=O)NC(=O)N1)F. Drug 2: CS(=O)(=O)CCNCC1=CC=C(O1)C2=CC3=C(C=C2)N=CN=C3NC4=CC(=C(C=C4)OCC5=CC(=CC=C5)F)Cl. Cell line: SNB-19. Synergy scores: CSS=32.6, Synergy_ZIP=3.37, Synergy_Bliss=4.17, Synergy_Loewe=3.41, Synergy_HSA=4.56. (4) Drug 1: CC12CCC(CC1=CCC3C2CCC4(C3CC=C4C5=CN=CC=C5)C)O. Drug 2: CC1=CC=C(C=C1)C2=CC(=NN2C3=CC=C(C=C3)S(=O)(=O)N)C(F)(F)F. Cell line: IGROV1. Synergy scores: CSS=6.07, Synergy_ZIP=-0.822, Synergy_Bliss=2.14, Synergy_Loewe=3.27, Synergy_HSA=3.39. (5) Drug 1: C1CC(=O)NC(=O)C1N2C(=O)C3=CC=CC=C3C2=O. Drug 2: CN(C(=O)NC(C=O)C(C(C(CO)O)O)O)N=O. Cell line: NCI-H522. Synergy scores: CSS=-17.0, Synergy_ZIP=-10.1, Synergy_Bliss=-48.4, Synergy_Loewe=-51.3, Synergy_HSA=-61.2. (6) Drug 1: CC1=C(C(CCC1)(C)C)C=CC(=CC=CC(=CC(=O)O)C)C. Drug 2: CC1=C2C(C(=O)C3(C(CC4C(C3C(C(C2(C)C)(CC1OC(=O)C(C(C5=CC=CC=C5)NC(=O)OC(C)(C)C)O)O)OC(=O)C6=CC=CC=C6)(CO4)OC(=O)C)O)C)O. Cell line: 786-0. Synergy scores: CSS=-3.34, Synergy_ZIP=6.08, Synergy_Bliss=5.34, Synergy_Loewe=-0.0278, Synergy_HSA=-0.0378. (7) Drug 1: CC12CCC3C(C1CCC2=O)CC(=C)C4=CC(=O)C=CC34C. Drug 2: COCCOC1=C(C=C2C(=C1)C(=NC=N2)NC3=CC=CC(=C3)C#C)OCCOC.Cl. Cell line: SK-MEL-28. Synergy scores: CSS=33.9, Synergy_ZIP=3.39, Synergy_Bliss=1.44, Synergy_Loewe=1.60, Synergy_HSA=1.24.